This data is from Reaction yield outcomes from USPTO patents with 853,638 reactions. The task is: Predict the reaction yield, written as a fraction of the theoretical maximum amount of product (1.0 means a 100% yield; for example, 0.34 means a 34% yield). (1) The reactants are [CH2:1]([O:3][CH:4]([O:18][CH2:19][CH3:20])[C@@H:5]([NH:7]C(=O)OCC1C=CC=CC=1)[CH3:6])[CH3:2]. The catalyst is CO. The product is [CH2:1]([O:3][CH:4]([O:18][CH2:19][CH3:20])[C@@H:5]([NH2:7])[CH3:6])[CH3:2]. The yield is 1.00. (2) The reactants are C(OC([NH:8][C:9]1[CH:14]=[CH:13][C:12]([CH2:15][C:16]([NH:18][C:19]2[O:23][N:22]=[C:21]([C:24]3[CH:29]=[CH:28][C:27]([F:30])=[CH:26][CH:25]=3)[C:20]=2[C:31]2[CH:36]=[CH:35][N:34]=[CH:33][N:32]=2)=[O:17])=[CH:11][CH:10]=1)=O)(C)(C)C.C(O)(C(F)(F)F)=O.C(=O)([O-])O.[Na+]. No catalyst specified. The product is [NH2:8][C:9]1[CH:14]=[CH:13][C:12]([CH2:15][C:16]([NH:18][C:19]2[O:23][N:22]=[C:21]([C:24]3[CH:29]=[CH:28][C:27]([F:30])=[CH:26][CH:25]=3)[C:20]=2[C:31]2[CH:36]=[CH:35][N:34]=[CH:33][N:32]=2)=[O:17])=[CH:11][CH:10]=1. The yield is 0.510.